Dataset: Experimentally validated miRNA-target interactions with 360,000+ pairs, plus equal number of negative samples. Task: Binary Classification. Given a miRNA mature sequence and a target amino acid sequence, predict their likelihood of interaction. (1) The miRNA is mmu-miR-181a-5p with sequence AACAUUCAACGCUGUCGGUGAGU. The protein sequence of the target gene is MADRTAPRCQLRLEWVYGYRGHQCRNNLYYTAGKEVVYFVAGVGVVYNTREHSQKFFLGHNDDIISLALHPDKTLIATGQVGKEPYICIWNSYNVHTVSILKDVHTHGVACLAFDSDGQHLASVGLDAKNTVCIWDWRKGKLLASATGHSDRIFDISWDPYQPNRMVSCGVKHIKFWTLCGNALTAKRGIFGKTGDLQTILCLACAKEDITYSGALNGDIYVWKGLTLVRTIQGAHSAGIFSLYACEEGFATGGRDGCIRLWDTDFKPITKIDLRETEQGYKGLSIRSVCWKADRLLAGT.... Result: 1 (interaction). (2) The miRNA is hsa-miR-4494 with sequence CCAGACUGUGGCUGACCAGAGG. The protein sequence of the target gene is MASLAALALSLLLRLQLPPLPGARAQSAAGGCSFDEHYSNCGYSVALGTNGFTWEQINTWEKPMLDQAVPTGSFMMVNSSGRASGQKAHLLLPTLKENDTHCIDFHYYFSSRDRSSPGALNVYVKVNGGPQGNPVWNVSGVVTEGWVKAELAISTFWPHFYQVIFESVSLKGHPGYIAVDEVRVLAHPCRKAPHFLRLQNVEVNVGQNATFQCIAGGKWSQHDKLWLQQWNGRDTALMVTRVVNHRRFSATVSVADTAQRSVSKYRCVIRSDGGSGVSNYAELIVKEPPTPIAPPELLAV.... Result: 1 (interaction). (3) The miRNA is hsa-miR-4693-3p with sequence UGAGAGUGGAAUUCACAGUAUUU. The protein sequence of the target gene is MDIPYYHYDHGGDSQYLPPGFRFHPTDEELITHYLLRKVLDGCFSSRAIAEVDLNKCEPWQLPGRAKMGEKEWYFFSLRDRKYPTGLRTNRATEAGYWKATGKDREIFSSKTCALVGMKKTLVFYKGRAPKGEKSNWVMHEYRLEGKFSYHFISRSSKDEWVISRVFQKTTLASTGAVSEGGGGGGATVSVSSGTGPSKKTKVPSTISRNYQEQPSSPSSVSLPPLLDPTTTLGYTDSSCSYDSRSTNTTVTASAITEHVSCFSTVPTTTTALGLDVNSFSRLPPPLGFDFDPFPRFVSR.... Result: 0 (no interaction).